This data is from Full USPTO retrosynthesis dataset with 1.9M reactions from patents (1976-2016). The task is: Predict the reactants needed to synthesize the given product. (1) The reactants are: [CH3:13][C:12]([O:11][C:9](O[C:9]([O:11][C:12]([CH3:15])([CH3:14])[CH3:13])=[O:10])=[O:10])([CH3:15])[CH3:14].C(N(C(C)C)CC)(C)C.[Cl:25][C:26]1[N:27]=[C:28]([Cl:35])[C:29]2[CH:34]=[CH:33][NH:32][C:30]=2[N:31]=1. Given the product [Cl:25][C:26]1[N:27]=[C:28]([Cl:35])[C:29]2[CH:34]=[CH:33][N:32]([C:9]([O:11][C:12]([CH3:13])([CH3:14])[CH3:15])=[O:10])[C:30]=2[N:31]=1, predict the reactants needed to synthesize it. (2) Given the product [NH2:1][C:2]1[CH:7]=[C:6]([CH:8]([OH:10])[CH3:9])[CH:5]=[CH:4][N:3]=1, predict the reactants needed to synthesize it. The reactants are: [NH2:1][C:2]1[CH:7]=[C:6]([C:8](=[O:10])[CH3:9])[CH:5]=[CH:4][N:3]=1.[BH4-].[Na+]. (3) Given the product [F:8][C:9]1[C:10]([CH2:11][N:12]2[CH2:30][CH2:29][C:15]3([O:20][CH2:19][CH2:18][N:17]([C:21]([C:23]4[S:24][C:25]([CH3:28])=[CH:26][CH:27]=4)=[O:22])[CH2:16]3)[CH2:14][CH2:13]2)=[CH:31][CH:32]=[C:33]([F:38])[C:34]=1[CH2:35][CH:36]=[O:37], predict the reactants needed to synthesize it. The reactants are: C(O)(C(F)(F)F)=O.[F:8][C:9]1[C:34]([CH2:35][CH2:36][OH:37])=[C:33]([F:38])[CH:32]=[CH:31][C:10]=1[CH2:11][N:12]1[CH2:30][CH2:29][C:15]2([O:20][CH2:19][CH2:18][N:17]([C:21]([C:23]3[S:24][C:25]([CH3:28])=[CH:26][CH:27]=3)=[O:22])[CH2:16]2)[CH2:14][CH2:13]1.CC(OI1(OC(C)=O)(OC(C)=O)OC(=O)C2C=CC=CC1=2)=O.S([O-])([O-])(=O)=S.[Na+].[Na+].C(=O)(O)[O-].[Na+]. (4) Given the product [Cl:1][C:2]1[CH:16]=[CH:15][C:14]([Cl:17])=[CH:13][C:3]=1[C:4]([C:6]1[CH:11]=[CH:10][C:9]([S:27][C:19]2[S:18][C:22]3[CH:23]=[CH:24][CH:25]=[CH:26][C:21]=3[N:20]=2)=[CH:8][CH:7]=1)=[O:5], predict the reactants needed to synthesize it. The reactants are: [Cl:1][C:2]1[CH:16]=[CH:15][C:14]([Cl:17])=[CH:13][C:3]=1[C:4]([C:6]1[CH:11]=[CH:10][C:9](F)=[CH:8][CH:7]=1)=[O:5].[S:18]1[C:22]2[CH:23]=[CH:24][CH:25]=[CH:26][C:21]=2[N:20]=[C:19]1[SH:27].C(=O)([O-])[O-].[K+].[K+].O. (5) Given the product [C:27]([O:26][C:24](=[O:25])[NH:31][CH2:32][C:33](=[O:34])[NH:17][C:13]1[CH:14]=[CH:15][CH:16]=[C:11]([C:9]2[S:10][C:5]3[C:4]([N:18]4[CH2:23][CH2:22][O:21][CH2:20][CH2:19]4)=[N:3][C:2]([Cl:1])=[N:7][C:6]=3[CH:8]=2)[CH:12]=1)([CH3:30])([CH3:28])[CH3:29], predict the reactants needed to synthesize it. The reactants are: [Cl:1][C:2]1[N:3]=[C:4]([N:18]2[CH2:23][CH2:22][O:21][CH2:20][CH2:19]2)[C:5]2[S:10][C:9]([C:11]3[CH:12]=[C:13]([NH2:17])[CH:14]=[CH:15][CH:16]=3)=[CH:8][C:6]=2[N:7]=1.[C:24]([NH:31][CH2:32][C:33](O)=[O:34])([O:26][C:27]([CH3:30])([CH3:29])[CH3:28])=[O:25]. (6) Given the product [Cl:1][C:2]1[CH:3]=[C:4]([C:8]2[CH:13]=[C:12]([CH2:14][C:15]3[CH:20]=[CH:19][C:18]([CH2:21][C:22]([NH2:35])=[O:23])=[CH:17][CH:16]=3)[CH:11]=[C:10]([C:25]([F:27])([F:26])[F:28])[N:9]=2)[CH:5]=[CH:6][CH:7]=1, predict the reactants needed to synthesize it. The reactants are: [Cl:1][C:2]1[CH:3]=[C:4]([C:8]2[CH:13]=[C:12]([CH2:14][C:15]3[CH:20]=[CH:19][C:18]([CH2:21][C:22](O)=[O:23])=[CH:17][CH:16]=3)[CH:11]=[C:10]([C:25]([F:28])([F:27])[F:26])[N:9]=2)[CH:5]=[CH:6][CH:7]=1.C(Cl)(=O)C(Cl)=O.[NH3:35].CO. (7) The reactants are: Cl.[C:2]1([C:8]2[O:12][N:11]=[C:10]([CH:13]3[CH2:18][CH2:17][CH2:16][NH:15][CH2:14]3)[N:9]=2)[CH:7]=[CH:6][CH:5]=[CH:4][CH:3]=1.[F:19][C:20]1[CH:28]=[C:27]([F:29])[CH:26]=[CH:25][C:21]=1[C:22](Cl)=[O:23]. Given the product [F:19][C:20]1[CH:28]=[C:27]([F:29])[CH:26]=[CH:25][C:21]=1[C:22]([N:15]1[CH2:16][CH2:17][CH2:18][CH:13]([C:10]2[N:9]=[C:8]([C:2]3[CH:3]=[CH:4][CH:5]=[CH:6][CH:7]=3)[O:12][N:11]=2)[CH2:14]1)=[O:23], predict the reactants needed to synthesize it.